From a dataset of NCI-60 drug combinations with 297,098 pairs across 59 cell lines. Regression. Given two drug SMILES strings and cell line genomic features, predict the synergy score measuring deviation from expected non-interaction effect. Drug 2: CC(C)NC(=O)C1=CC=C(C=C1)CNNC.Cl. Synergy scores: CSS=32.6, Synergy_ZIP=0.858, Synergy_Bliss=-0.462, Synergy_Loewe=-28.9, Synergy_HSA=-2.24. Drug 1: C1=NC2=C(N1)C(=S)N=CN2. Cell line: HL-60(TB).